This data is from Reaction yield outcomes from USPTO patents with 853,638 reactions. The task is: Predict the reaction yield, written as a fraction of the theoretical maximum amount of product (1.0 means a 100% yield; for example, 0.34 means a 34% yield). (1) The reactants are [Cl:1][C:2]1[N:7]=[C:6]([NH:8][CH2:9][CH2:10][CH2:11][OH:12])[C:5]([F:13])=[CH:4][N:3]=1.[CH3:14][O:15][C:16](=[O:29])[CH:17]([N:19]1[C:27]2[C:22](=[CH:23][C:24](O)=[CH:25][CH:26]=2)[CH:21]=[CH:20]1)[CH3:18].C1(P(C2C=CC=CC=2)C2C=CC=CC=2)C=CC=CC=1.N(C(N1CCCCC1)=O)=NC(N1CCCCC1)=O. The catalyst is ClCCl.CCOC(C)=O. The product is [CH3:14][O:15][C:16](=[O:29])[CH:17]([N:19]1[C:27]2[C:22](=[CH:23][C:24]([O:12][CH2:11][CH2:10][CH2:9][NH:8][C:6]3[C:5]([F:13])=[CH:4][N:3]=[C:2]([Cl:1])[N:7]=3)=[CH:25][CH:26]=2)[CH:21]=[CH:20]1)[CH3:18]. The yield is 0.590. (2) The reactants are [CH:1]1([OH:8])[CH2:6][CH2:5][CH2:4][CH:3]([OH:7])[CH2:2]1.[H-].[Na+].[CH2:11](Br)[C:12]1[CH:17]=[CH:16][CH:15]=[CH:14][CH:13]=1.CS(C)=O. The catalyst is C1COCC1. The product is [CH2:11]([O:7][CH:3]1[CH2:4][CH2:5][CH2:6][CH:1]([OH:8])[CH2:2]1)[C:12]1[CH:17]=[CH:16][CH:15]=[CH:14][CH:13]=1. The yield is 0.540. (3) The reactants are [Br:1][CH2:2][C@@H:3]([OH:13])[CH2:4][C:5]1[CH:10]=[C:9]([F:11])[CH:8]=[CH:7][C:6]=1O.C1(P(C2C=CC=CC=2)C2C=CC=CC=2)C=CC=CC=1.CCOC(/N=N/C(OCC)=O)=O.CC1C=CC(S(OCC2CC3C=CC=C(CC4C=CC=CC=4)C=3O2)(=O)=O)=CC=1. No catalyst specified. The product is [Br:1][CH2:2][C@H:3]1[CH2:4][C:5]2[CH:10]=[C:9]([F:11])[CH:8]=[CH:7][C:6]=2[O:13]1. The yield is 0.760. (4) The reactants are [C:1]([O:5][C:6](=[O:20])[NH:7][C:8]1[CH:9]=[CH:10][C:11]2[CH2:17][CH2:16][CH2:15][C:14](=O)[NH:13][C:12]=2[CH:19]=1)([CH3:4])([CH3:3])[CH3:2].COC1C=CC(P2(SP(C3C=CC(OC)=CC=3)(=S)S2)=[S:30])=CC=1. The product is [C:1]([O:5][C:6](=[O:20])[NH:7][C:8]1[CH:9]=[CH:10][C:11]2[CH2:17][CH2:16][CH2:15][C:14](=[S:30])[NH:13][C:12]=2[CH:19]=1)([CH3:4])([CH3:3])[CH3:2]. The catalyst is C1COCC1. The yield is 0.940. (5) The reactants are [C:1]1([CH3:15])[CH:6]=[CH:5][C:4]([O:7][C:8]2[CH:13]=[CH:12][C:11]([OH:14])=[CH:10][CH:9]=2)=[CH:3][CH:2]=1.[H-].[Na+].[C:18]([O:22][C:23]([N:25]1[CH2:29][CH2:28][CH2:27][C@H:26]1[CH2:30]OS(C1C=CC(C)=CC=1)(=O)=O)=[O:24])([CH3:21])([CH3:20])[CH3:19]. The catalyst is CN(C)C=O. The product is [C:18]([O:22][C:23]([N:25]1[CH2:29][CH2:28][CH2:27][C@H:26]1[CH2:30][O:14][C:11]1[CH:12]=[CH:13][C:8]([O:7][C:4]2[CH:3]=[CH:2][C:1]([CH3:15])=[CH:6][CH:5]=2)=[CH:9][CH:10]=1)=[O:24])([CH3:21])([CH3:19])[CH3:20]. The yield is 0.790.